From a dataset of Forward reaction prediction with 1.9M reactions from USPTO patents (1976-2016). Predict the product of the given reaction. (1) The product is: [F:72][C:69]1[CH:68]=[CH:67][C:66]([C@H:59]([CH:60]2[CH2:61][CH2:62][O:63][CH2:64][CH2:65]2)[N:43]2[C:44]3[C:45]([S:55]([CH3:58])(=[O:57])=[O:56])=[CH:46][CH:47]=[C:48]([O:53][CH3:54])[C:49]=3[C:50]3[N:51]=[CH:52][C:40]([C:32]4[C:33]([CH3:38])=[N:34][O:35][C:36]=4[CH3:37])=[CH:41][C:42]2=3)=[CH:71][CH:70]=1. Given the reactants FC1C2C3N=CC([C:32]4[C:33]([CH3:38])=[N:34][O:35][C:36]=4[CH3:37])=CC=3N([C@@H](C3CCOCC3)C3C=CC=CC=3)C=2C(S(C)(=O)=O)=CC=1.Br[C:40]1[CH:52]=[N:51][C:50]2[C:49]3[C:48]([O:53][CH3:54])=[CH:47][CH:46]=[C:45]([S:55]([CH3:58])(=[O:57])=[O:56])[C:44]=3[N:43]([C@H:59]([C:66]3[CH:71]=[CH:70][C:69]([F:72])=[CH:68][CH:67]=3)[CH:60]3[CH2:65][CH2:64][O:63][CH2:62][CH2:61]3)[C:42]=2[CH:41]=1, predict the reaction product. (2) Given the reactants [F:1][C:2]1[CH:18]=[CH:17][C:5]([CH:6]=[C:7]2[C:15]3[CH2:14][CH2:13][CH2:12][CH2:11][C:10]=3[C:9](=[O:16])[O:8]2)=[CH:4][C:3]=1[N+:19]([O-])=O.[Cl-].[NH4+], predict the reaction product. The product is: [NH2:19][C:3]1[CH:4]=[C:5]([CH:17]=[CH:18][C:2]=1[F:1])[CH:6]=[C:7]1[C:15]2[CH2:14][CH2:13][CH2:12][CH2:11][C:10]=2[C:9](=[O:16])[O:8]1. (3) Given the reactants C[C@@H]1[O:7][C@@H](O[C@@H:9]2[C:14]3=C(O)[C:16]4C(=O)C5C(=CC=CC=5OC)C(=O)[C:17]=4[C:18](O)=[C:13]3[CH2:12][C@@:11](O)(C(CO)=O)[CH2:10]2)C[C@H](N)[C@@H]1O.Cl.C[C@@H]1O[C@@H](O[C@@H]2C3=C(O)C4C(=O)C5C(=CC=CC=5OC)C(=O)C=4[C:58]([OH:59])=[C:53]3[CH2:52][C@@:51]([OH:77])([C:73]([CH2:75][OH:76])=[O:74])C2)C[C@H](N)[C@@H]1O.C#CCCCCCC#C.[OH2:89], predict the reaction product. The product is: [CH:14]#[C:9][CH2:10][CH2:11][CH2:12][CH2:13][CH2:18][C:17]#[CH:16].[O:89]=[C:75]1[O:76][C@H:52]([C@H:53]([CH2:58][OH:59])[OH:7])[C:51]([OH:77])=[C:73]1[OH:74].